Dataset: Reaction yield outcomes from USPTO patents with 853,638 reactions. Task: Predict the reaction yield, written as a fraction of the theoretical maximum amount of product (1.0 means a 100% yield; for example, 0.34 means a 34% yield). (1) The reactants are [CH:1]1[C:9]2[C:8]3[CH:10]=[CH:11][CH:12]=[CH:13][C:7]=3[O:6][C:5]=2[CH:4]=[CH:3][C:2]=1[CH2:14]O.O=S(Cl)[Cl:18]. The catalyst is C(Cl)Cl. The product is [Cl:18][CH2:14][C:2]1[CH:3]=[CH:4][C:5]2[O:6][C:7]3[CH:13]=[CH:12][CH:11]=[CH:10][C:8]=3[C:9]=2[CH:1]=1. The yield is 0.990. (2) The reactants are [ClH:1].[CH3:2][O:3][C:4]1[CH:5]=[C:6]2[C:10](=[CH:11][CH:12]=1)[NH:9][C:8](=[O:13])[C@:7]12[CH2:15][C@H:14]1[C:16]1[CH:24]=[C:23]2[C:19]([C:20]([C:25]3[CH:26]=[N:27][C:28]([N:31]4[CH2:36][CH2:35][N:34]([CH3:37])[CH2:33][CH2:32]4)=[CH:29][CH:30]=3)=[N:21][NH:22]2)=[CH:18][CH:17]=1. The catalyst is CO.C(Cl)Cl. The product is [ClH:1].[ClH:1].[CH3:2][O:3][C:4]1[CH:5]=[C:6]2[C:10](=[CH:11][CH:12]=1)[NH:9][C:8](=[O:13])[C@:7]12[CH2:15][C@H:14]1[C:16]1[CH:24]=[C:23]2[C:19]([C:20]([C:25]3[CH:26]=[N:27][C:28]([N:31]4[CH2:32][CH2:33][N:34]([CH3:37])[CH2:35][CH2:36]4)=[CH:29][CH:30]=3)=[N:21][NH:22]2)=[CH:18][CH:17]=1. The yield is 0.880.